This data is from Full USPTO retrosynthesis dataset with 1.9M reactions from patents (1976-2016). The task is: Predict the reactants needed to synthesize the given product. Given the product [N:10]1[N:9]=[CH:8][N:6]2[CH:7]=[C:2]([C:38]3[CH:39]=[C:34]([NH:33][S:30]([C:24]4[CH:25]=[CH:26][C:27]([F:29])=[CH:28][C:23]=4[F:22])(=[O:32])=[O:31])[C:35]([O:49][CH3:50])=[N:36][CH:37]=3)[CH:3]=[CH:4][C:5]=12, predict the reactants needed to synthesize it. The reactants are: Br[C:2]1[CH:3]=[CH:4][C:5]2[N:6]([CH:8]=[N:9][N:10]=2)[CH:7]=1.C(Cl)Cl.C(=O)([O-])[O-].[Na+].[Na+].N#N.[F:22][C:23]1[CH:28]=[C:27]([F:29])[CH:26]=[CH:25][C:24]=1[S:30]([NH:33][C:34]1[C:35]([O:49][CH3:50])=[N:36][CH:37]=[C:38](B2OC(C)(C)C(C)(C)O2)[CH:39]=1)(=[O:32])=[O:31].